Dataset: Forward reaction prediction with 1.9M reactions from USPTO patents (1976-2016). Task: Predict the product of the given reaction. (1) Given the reactants [I:1][C:2]1[CH:3]=[C:4]([C:15]([F:18])([F:17])[F:16])[C:5]2[N:6]([CH:8]=[C:9]([C:11]([O:13][CH3:14])=[O:12])[N:10]=2)[CH:7]=1.[Br:19]N1C(=O)CCC1=O, predict the reaction product. The product is: [Br:19][C:8]1[N:6]2[CH:7]=[C:2]([I:1])[CH:3]=[C:4]([C:15]([F:17])([F:18])[F:16])[C:5]2=[N:10][C:9]=1[C:11]([O:13][CH3:14])=[O:12]. (2) Given the reactants [Cl:1][C:2]1[CH:3]=[C:4]([NH:9][C:10]2[C:19]3[C:14](=[CH:15][CH:16]=[CH:17][C:18]=3[O:20][C@H:21]3[CH2:26][CH2:25][CH2:24][N:23]([C:27]([O:29][C:30]([CH3:33])([CH3:32])[CH3:31])=[O:28])[CH2:22]3)[N:13]=[CH:12][N:11]=2)[CH:5]=[CH:6][C:7]=1[OH:8].Cl.[N:35]1[CH:40]=[CH:39][CH:38]=[CH:37][C:36]=1[CH2:41]Cl.C(=O)([O-])[O-].[K+].[K+].C1OCCOCCOCCOCCOCCOC1, predict the reaction product. The product is: [Cl:1][C:2]1[CH:3]=[C:4]([NH:9][C:10]2[C:19]3[C:14](=[CH:15][CH:16]=[CH:17][C:18]=3[O:20][C@H:21]3[CH2:26][CH2:25][CH2:24][N:23]([C:27]([O:29][C:30]([CH3:33])([CH3:32])[CH3:31])=[O:28])[CH2:22]3)[N:13]=[CH:12][N:11]=2)[CH:5]=[CH:6][C:7]=1[O:8][CH2:41][C:36]1[CH:37]=[CH:38][CH:39]=[CH:40][N:35]=1. (3) The product is: [ClH:41].[ClH:41].[F:40][C:32]1[C:33]([F:39])=[C:34]([O:37][CH3:38])[CH:35]=[CH:36][C:31]=1[N:30]1[C:26]([C:3]2[C:2]([NH2:1])=[N:7][CH:6]=[C:5]([C:8]3[CH:9]=[N:10][N:11]([CH:13]4[CH2:18][CH2:17][NH:16][CH2:15][CH2:14]4)[CH:12]=3)[CH:4]=2)=[N:27][N:28]=[N:29]1. Given the reactants [NH2:1][C:2]1[N:7]=[CH:6][C:5]([C:8]2[CH:9]=[N:10][N:11]([CH:13]3[CH2:18][CH2:17][N:16](C(OC(C)(C)C)=O)[CH2:15][CH2:14]3)[CH:12]=2)=[CH:4][C:3]=1[C:26]1[N:30]([C:31]2[CH:36]=[CH:35][C:34]([O:37][CH3:38])=[C:33]([F:39])[C:32]=2[F:40])[N:29]=[N:28][N:27]=1.[ClH:41].O1CCOCC1, predict the reaction product.